From a dataset of Full USPTO retrosynthesis dataset with 1.9M reactions from patents (1976-2016). Predict the reactants needed to synthesize the given product. (1) Given the product [Br:11][C:12]1[CH:13]=[CH:14][C:15]([O:20][C@H:21]2[CH2:26][CH2:25][N:24]([C:7]([C:5]3[N:4]=[N:3][N:2]([CH3:1])[CH:6]=3)=[O:9])[CH2:23][C@H:22]2[F:27])=[C:16]([CH:19]=1)[C:17]#[N:18], predict the reactants needed to synthesize it. The reactants are: [CH3:1][N:2]1[CH:6]=[C:5]([C:7]([OH:9])=O)[N:4]=[N:3]1.Cl.[Br:11][C:12]1[CH:13]=[CH:14][C:15]([O:20][C@H:21]2[CH2:26][CH2:25][NH:24][CH2:23][C@H:22]2[F:27])=[C:16]([CH:19]=1)[C:17]#[N:18].C(N(CC)C(C)C)(C)C.CN(C(ON1N=NC2C=CC=NC1=2)=[N+](C)C)C.F[P-](F)(F)(F)(F)F. (2) Given the product [CH:29]1[C:23]2[N:22]3[C:18]([CH:3]4[CH:2]([CH3:1])[CH2:7][CH2:6][N:5]([C:8]([O:10][CH2:11][C:12]5[CH:17]=[CH:16][CH:15]=[CH:14][CH:13]=5)=[O:9])[CH2:4]4)=[CH:19][N:20]=[C:21]3[CH:26]=[N:25][C:24]=2[NH:27][CH:28]=1, predict the reactants needed to synthesize it. The reactants are: [CH3:1][CH:2]1[CH2:7][CH2:6][N:5]([C:8]([O:10][CH2:11][C:12]2[CH:17]=[CH:16][CH:15]=[CH:14][CH:13]=2)=[O:9])[CH2:4][CH:3]1[C:18]1[N:22]2[C:23]3[CH:29]=[CH:28][N:27](S(C4C=CC(C)=CC=4)(=O)=O)[C:24]=3[N:25]=[CH:26][C:21]2=[N:20][CH:19]=1.[OH-].[Na+]. (3) Given the product [OH:5][CH:3]([C:6]1[N:7]([C:17]2[N:18]=[CH:19][N:20]=[C:21]([NH2:24])[C:22]=2[N:23]=1)[C@@H:8]1[O:16][C@H:13]([CH2:14][OH:15])[C@@H:11]([OH:12])[C@H:9]1[OH:10])[CH3:4], predict the reactants needed to synthesize it. The reactants are: [BH4-].[Na+].[C:3]([C:6]1[N:7]([C:17]2[N:18]=[CH:19][N:20]=[C:21]([NH2:24])[C:22]=2[N:23]=1)[C@@H:8]1[O:16][C@H:13]([CH2:14][OH:15])[C@@H:11]([OH:12])[C@H:9]1[OH:10])(=[O:5])[CH3:4].Cl. (4) The reactants are: [C:1]([C:5]1[O:9][N:8]=[C:7]([C:10]2[CH:15]=[C:14](Cl)[C:13]([CH:17]3[CH2:19][CH2:18]3)=[CH:12][N:11]=2)[N:6]=1)([CH3:4])([CH3:3])[CH3:2].[CH3:20][C:21]1[O:25][N:24]=[C:23]([CH2:26][OH:27])[CH:22]=1. Given the product [C:1]([C:5]1[O:9][N:8]=[C:7]([C:10]2[CH:15]=[C:14]([O:27][CH2:26][C:23]3[CH:22]=[C:21]([CH3:20])[O:25][N:24]=3)[C:13]([CH:17]3[CH2:19][CH2:18]3)=[CH:12][N:11]=2)[N:6]=1)([CH3:4])([CH3:3])[CH3:2], predict the reactants needed to synthesize it. (5) Given the product [CH3:1][O:2][NH:3][C:4]([C:6]1[C:7](=[O:29])[C:8]2[CH:13]=[N:12][C:11]([NH:30][C:31]3[CH:36]=[CH:35][CH:34]=[C:33]([N:37]4[CH2:38][CH2:39][N:40]([C:43](=[O:45])[CH3:44])[CH2:41][CH2:42]4)[CH:32]=3)=[N:10][C:9]=2[N:18]([C:20]2[CH:21]=[C:22]3[C:26](=[CH:27][CH:28]=2)[CH2:25][CH2:24][CH2:23]3)[CH:19]=1)=[O:5], predict the reactants needed to synthesize it. The reactants are: [CH3:1][O:2][NH:3][C:4]([C:6]1[C:7](=[O:29])[C:8]2[CH:13]=[N:12][C:11](S(C)(=O)=O)=[N:10][C:9]=2[N:18]([C:20]2[CH:21]=[C:22]3[C:26](=[CH:27][CH:28]=2)[CH2:25][CH2:24][CH2:23]3)[CH:19]=1)=[O:5].[NH2:30][C:31]1[CH:32]=[C:33]([N:37]2[CH2:42][CH2:41][N:40]([C:43](=[O:45])[CH3:44])[CH2:39][CH2:38]2)[CH:34]=[CH:35][CH:36]=1. (6) The reactants are: ClCC1C=CC(C#N)=CC=1.Br[CH2:12][C:13]1[CH:22]=[CH:21][CH:20]=[CH:19][C:14]=1[C:15]([O:17][CH3:18])=[O:16].[CH2:23]([NH:30][C:31]([C:33]1[S:37][C:36]([N:38]2[CH2:42][CH2:41][NH:40][C:39]2=[O:43])=[N:35][C:34]=1[CH3:44])=[O:32])[C:24]1[CH:29]=[CH:28][CH:27]=[CH:26][CH:25]=1. Given the product [CH2:23]([NH:30][C:31]([C:33]1[S:37][C:36]([N:38]2[CH2:42][CH2:41][N:40]([CH2:12][C:13]3[CH:22]=[CH:21][CH:20]=[CH:19][C:14]=3[C:15]([O:17][CH3:18])=[O:16])[C:39]2=[O:43])=[N:35][C:34]=1[CH3:44])=[O:32])[C:24]1[CH:29]=[CH:28][CH:27]=[CH:26][CH:25]=1, predict the reactants needed to synthesize it. (7) Given the product [CH2:1]([O:8][N:9]1[C:14]2[N:15]=[CH:16][N:17]=[CH:18][C:13]=2[C:12]([NH:19][CH:20]2[CH2:25][CH2:24][CH2:23][CH2:22][CH2:21]2)=[CH:11][C:10]1=[O:31])[C:2]1[CH:7]=[CH:6][CH:5]=[CH:4][CH:3]=1, predict the reactants needed to synthesize it. The reactants are: [CH2:1]([O:8][N:9]1[C:14]2[N:15]=[CH:16][N:17]=[CH:18][C:13]=2[C:12]([NH:19][CH:20]2[CH2:25][CH2:24][CH2:23][CH2:22][CH2:21]2)=[C:11](C(OCC)=O)[C:10]1=[O:31])[C:2]1[CH:7]=[CH:6][CH:5]=[CH:4][CH:3]=1.[OH-].[Na+]. (8) Given the product [OH:12][C:13]1[CH:18]=[CH:17][C:16]([C:2]2[N:7]=[C:6]([C:8]([O:10][CH3:11])=[O:9])[CH:5]=[CH:4][CH:3]=2)=[CH:15][CH:14]=1, predict the reactants needed to synthesize it. The reactants are: Br[C:2]1[N:7]=[C:6]([C:8]([O:10][CH3:11])=[O:9])[CH:5]=[CH:4][CH:3]=1.[OH:12][C:13]1[CH:18]=[CH:17][C:16](B(O)O)=[CH:15][CH:14]=1.C([O-])([O-])=O.[K+].[K+].CCOC(C)=O. (9) Given the product [Cl:1][C:2]1[C:32]([CH3:33])=[CH:31][C:5]([O:6][CH2:7][CH2:8][CH2:9][C:10]2[C:18]3[C:13](=[C:14]([C:19]4[C:20]([CH3:26])=[N:21][N:22]([CH3:25])[C:23]=4[CH3:24])[CH:15]=[CH:16][CH:17]=3)[N:12]([CH2:36][C:37]([OH:39])=[O:38])[C:11]=2[C:27]([F:30])([F:29])[F:28])=[CH:4][C:3]=1[CH3:34], predict the reactants needed to synthesize it. The reactants are: [Cl:1][C:2]1[C:32]([CH3:33])=[CH:31][C:5]([O:6][CH2:7][CH2:8][CH2:9][C:10]2[C:18]3[C:13](=[C:14]([C:19]4[C:20]([CH3:26])=[N:21][N:22]([CH3:25])[C:23]=4[CH3:24])[CH:15]=[CH:16][CH:17]=3)[NH:12][C:11]=2[C:27]([F:30])([F:29])[F:28])=[CH:4][C:3]=1[CH3:34].Br[CH2:36][C:37]([O:39]CC)=[O:38].